From a dataset of Reaction yield outcomes from USPTO patents with 853,638 reactions. Predict the reaction yield, written as a fraction of the theoretical maximum amount of product (1.0 means a 100% yield; for example, 0.34 means a 34% yield). (1) The reactants are F[C:2]1[CH:7]=[CH:6][CH:5]=[CH:4][C:3]=1[N+:8]([O-:10])=[O:9].C(=O)([O-])[O-].[K+].[K+].[NH2:17][CH2:18][CH2:19][N:20]1[CH2:25][CH2:24][O:23][CH2:22][CH2:21]1. The catalyst is C1COCC1. The product is [N:20]1([CH2:19][CH2:18][NH:17][C:2]2[CH:7]=[CH:6][CH:5]=[CH:4][C:3]=2[N+:8]([O-:10])=[O:9])[CH2:25][CH2:24][O:23][CH2:22][CH2:21]1. The yield is 0.970. (2) The reactants are [NH2:1][C:2]1[C:11]2[C:6](=[C:7](Br)[CH:8]=[CH:9][CH:10]=2)[N:5]=[N:4][C:3]=1[C:13]([NH:15][CH2:16][CH2:17][CH3:18])=[O:14].[C:19]([C:21]1[CH:22]=[C:23](B(O)O)[CH:24]=[CH:25][CH:26]=1)#[N:20]. No catalyst specified. The product is [NH2:1][C:2]1[C:11]2[C:6](=[C:7]([C:25]3[CH:24]=[CH:23][CH:22]=[C:21]([C:19]#[N:20])[CH:26]=3)[CH:8]=[CH:9][CH:10]=2)[N:5]=[N:4][C:3]=1[C:13]([NH:15][CH2:16][CH2:17][CH3:18])=[O:14]. The yield is 0.860. (3) The reactants are [CH2:1]([O:8][CH2:9][C:10]1([C:15]([O:17]C)=[O:16])[CH2:14][CH2:13][CH2:12][O:11]1)[C:2]1[CH:7]=[CH:6][CH:5]=[CH:4][CH:3]=1.[OH-].[Na+]. The catalyst is C1COCC1.CO.CCOC(C)=O. The product is [CH2:1]([O:8][CH2:9][C:10]1([C:15]([OH:17])=[O:16])[CH2:14][CH2:13][CH2:12][O:11]1)[C:2]1[CH:7]=[CH:6][CH:5]=[CH:4][CH:3]=1. The yield is 0.630.